This data is from Reaction yield outcomes from USPTO patents with 853,638 reactions. The task is: Predict the reaction yield, written as a fraction of the theoretical maximum amount of product (1.0 means a 100% yield; for example, 0.34 means a 34% yield). (1) The reactants are [CH:1]([C:3]1[CH:12]=[CH:11][C:6]([C:7]([O:9][CH3:10])=[O:8])=[CH:5][C:4]=1[OH:13])=[O:2].C([O-])([O-])=O.[K+].[K+].[CH2:20](Br)[CH:21]=[CH2:22]. The catalyst is CC(C)=O. The product is [CH2:22]([O:13][C:4]1[CH:5]=[C:6]([CH:11]=[CH:12][C:3]=1[CH:1]=[O:2])[C:7]([O:9][CH3:10])=[O:8])[CH:21]=[CH2:20]. The yield is 0.490. (2) The reactants are [C:1]([O:5][C:6]([N:8]1[CH2:12][CH2:11][CH:10]([CH3:13])[CH:9]1[CH2:14][CH2:15][C:16](OCC)=[O:17])=[O:7])([CH3:4])([CH3:3])[CH3:2].B(F)(F)F.CCOCC.CC(C[AlH]CC(C)C)C. The catalyst is C(Cl)Cl. The product is [C:1]([O:5][C:6]([N:8]1[CH2:12][CH2:11][CH:10]([CH3:13])[CH:9]1[CH:14]=[CH:15][CH2:16][OH:17])=[O:7])([CH3:2])([CH3:4])[CH3:3]. The yield is 0.510. (3) The reactants are [Cl:1][C:2]1[CH:3]=[CH:4][C:5]([C:11]2[C:12]3[N:21]=[C:20]([N:22]4[CH2:27][CH2:26][O:25][CH2:24][CH2:23]4)[S:19][C:13]=3[C:14](=[O:18])[NH:15][CH2:16][CH:17]=2)=[C:6]([CH:10]=1)[C:7]([OH:9])=[O:8].C(=O)(O)[O-].[Na+].[I-:33].[K+].II. The catalyst is C(#N)C.O.CC(=O)OCC.S([O-])([O-])(=O)=S.[Na+].[Na+]. The product is [Cl:1][C:2]1[CH:3]=[CH:4][C:5]2[C:11]3([O:8][C:7](=[O:9])[C:6]=2[CH:10]=1)[CH:17]([I:33])[CH2:16][NH:15][C:14](=[O:18])[C:13]1[S:19][C:20]([N:22]2[CH2:27][CH2:26][O:25][CH2:24][CH2:23]2)=[N:21][C:12]3=1. The yield is 0.820.